Predict the reactants needed to synthesize the given product. From a dataset of Full USPTO retrosynthesis dataset with 1.9M reactions from patents (1976-2016). (1) The reactants are: [NH2:1][C@H:2]1[CH2:7][CH2:6][C@H:5]([NH:8][C:9]([C:11]2[C:15]3[N:16]=[CH:17][N:18]=[C:19]([C:20]4[CH:25]=[CH:24][C:23]([F:26])=[CH:22][C:21]=4[O:27][CH2:28][CH:29]4[CH2:31][CH2:30]4)[C:14]=3[NH:13][CH:12]=2)=[O:10])[CH2:4][CH2:3]1.Cl[C:33]([O:35][CH2:36][CH3:37])=[O:34]. Given the product [CH2:36]([O:35][C:33](=[O:34])[NH:1][C@H:2]1[CH2:7][CH2:6][C@H:5]([NH:8][C:9]([C:11]2[C:15]3[N:16]=[CH:17][N:18]=[C:19]([C:20]4[CH:25]=[CH:24][C:23]([F:26])=[CH:22][C:21]=4[O:27][CH2:28][CH:29]4[CH2:30][CH2:31]4)[C:14]=3[NH:13][CH:12]=2)=[O:10])[CH2:4][CH2:3]1)[CH3:37], predict the reactants needed to synthesize it. (2) Given the product [Cl:24][C:20]1[C:19]([F:25])=[C:18]([NH:17][C:8]2[C:7]3[C:12](=[CH:13][C:14]([O:15][CH3:16])=[C:5]([CH:3]([N:27]([CH3:26])[C@@H:28]([C:30]([NH2:32])=[O:31])[CH3:29])[CH3:4])[CH:6]=3)[N:11]=[CH:10][N:9]=2)[CH:23]=[CH:22][CH:21]=1, predict the reactants needed to synthesize it. The reactants are: Cl.Cl[CH:3]([C:5]1[CH:6]=[C:7]2[C:12](=[CH:13][C:14]=1[O:15][CH3:16])[N:11]=[CH:10][N:9]=[C:8]2[NH:17][C:18]1[CH:23]=[CH:22][CH:21]=[C:20]([Cl:24])[C:19]=1[F:25])[CH3:4].[CH3:26][NH:27][C@@H:28]([C:30]([NH2:32])=[O:31])[CH3:29]. (3) Given the product [C:33]([NH:36][C:2]1[CH:7]=[C:6]([O:8][C:9]2[C:14]([F:15])=[CH:13][C:12]([NH:16][C:17]([C:19]3([C:22]([NH:24][C:25]4[CH:26]=[CH:27][C:28]([F:31])=[CH:29][CH:30]=4)=[O:23])[CH2:20][CH2:21]3)=[O:18])=[C:11]([F:32])[CH:10]=2)[CH:5]=[CH:4][N:3]=1)(=[O:35])[CH3:34], predict the reactants needed to synthesize it. The reactants are: Cl[C:2]1[CH:7]=[C:6]([O:8][C:9]2[C:14]([F:15])=[CH:13][C:12]([NH:16][C:17]([C:19]3([C:22]([NH:24][C:25]4[CH:30]=[CH:29][C:28]([F:31])=[CH:27][CH:26]=4)=[O:23])[CH2:21][CH2:20]3)=[O:18])=[C:11]([F:32])[CH:10]=2)[CH:5]=[CH:4][N:3]=1.[C:33]([NH2:36])(=[O:35])[CH3:34].C(=O)([O-])[O-].[Cs+].[Cs+].CC1(C)C2C(=C(P(C3C=CC=CC=3)C3C=CC=CC=3)C=CC=2)OC2C(P(C3C=CC=CC=3)C3C=CC=CC=3)=CC=CC1=2.